Dataset: Forward reaction prediction with 1.9M reactions from USPTO patents (1976-2016). Task: Predict the product of the given reaction. Given the reactants C([C@@H]1CC[C@@H](C)C[C@H]1[N:11]([C@H:15]([C:17]1[CH:22]=[CH:21][C:20]([F:23])=[CH:19][N:18]=1)[CH3:16])C(=O)[O-])(C)C.[Si](I)(C)(C)C, predict the reaction product. The product is: [F:23][C:20]1[CH:21]=[CH:22][C:17]([C@@H:15]([NH2:11])[CH3:16])=[N:18][CH:19]=1.